Dataset: Catalyst prediction with 721,799 reactions and 888 catalyst types from USPTO. Task: Predict which catalyst facilitates the given reaction. (1) Reactant: [C:1]([O:5][C:6](=[O:19])[NH:7][C@@H:8]1[C@@H:13]([N:14]=[N+]=[N-])[CH2:12][CH2:11][CH2:10][C:9]1([F:18])[F:17])([CH3:4])([CH3:3])[CH3:2]. Product: [C:1]([O:5][C:6](=[O:19])[NH:7][C@@H:8]1[C@@H:13]([NH2:14])[CH2:12][CH2:11][CH2:10][C:9]1([F:18])[F:17])([CH3:4])([CH3:2])[CH3:3]. The catalyst class is: 5. (2) The catalyst class is: 128. Product: [CH2:1]([O:4][C:5]1([CH3:38])[CH2:10][CH2:9][N:8]([C:11]2[C:12]3[N:13]([N:28]=[C:29]([C:31]4[CH:32]=[C:33]([C:41]5[C:42]([OH:47])=[CH:43][CH:44]=[C:45]([CH3:46])[C:40]=5[F:39])[CH:34]=[CH:35][CH:36]=4)[CH:30]=3)[CH:14]=[C:15]([CH3:27])[C:16]=2[C@H:17]([O:22][C:23]([CH3:26])([CH3:25])[CH3:24])[C:18]([O:20][CH3:21])=[O:19])[CH2:7][CH2:6]1)[CH:2]=[CH2:3]. Reactant: [CH2:1]([O:4][C:5]1([CH3:38])[CH2:10][CH2:9][N:8]([C:11]2[C:12]3[N:13]([N:28]=[C:29]([C:31]4[CH:36]=[CH:35][CH:34]=[C:33](Br)[CH:32]=4)[CH:30]=3)[CH:14]=[C:15]([CH3:27])[C:16]=2[C@H:17]([O:22][C:23]([CH3:26])([CH3:25])[CH3:24])[C:18]([O:20][CH3:21])=[O:19])[CH2:7][CH2:6]1)[CH:2]=[CH2:3].[F:39][C:40]1[C:45]([CH3:46])=[CH:44][CH:43]=[C:42]([OH:47])[C:41]=1B(O)O.C([O-])([O-])=O.[Na+].[Na+]. (3) Reactant: [CH:1]([N:4]1[CH2:9][CH2:8][CH:7]([O:10][C:11]2[CH:22]=[CH:21][C:14]3[S:15][C:16]([C:18](O)=[O:19])=[CH:17][C:13]=3[CH:12]=2)[CH2:6][CH2:5]1)([CH3:3])[CH3:2].Cl.[F:24][C:25]1([F:31])[CH2:30][CH2:29][NH:28][CH2:27][CH2:26]1.F[P-](F)(F)(F)(F)F.N1(O[P+](N(C)C)(N(C)C)N(C)C)C2C=CC=CC=2N=N1.C(N(C(C)C)C(C)C)C. Product: [F:24][C:25]1([F:31])[CH2:30][CH2:29][N:28]([C:18]([C:16]2[S:15][C:14]3[CH:21]=[CH:22][C:11]([O:10][CH:7]4[CH2:6][CH2:5][N:4]([CH:1]([CH3:3])[CH3:2])[CH2:9][CH2:8]4)=[CH:12][C:13]=3[CH:17]=2)=[O:19])[CH2:27][CH2:26]1. The catalyst class is: 1. (4) Reactant: [N:1]1([C:7]2[C:12]([F:13])=[CH:11][CH:10]=[CH:9][C:8]=2[C:14]2[CH:19]=[CH:18][C:17]([N:20]3[CH2:24][C@H:23]([CH2:25][NH:26][C:27](=[O:29])[CH3:28])[O:22][C:21]3=[O:30])=[CH:16][C:15]=2[F:31])[CH2:6][CH2:5][NH:4][CH2:3][CH2:2]1.O.[C:33](=[O:36])([O-])[O-:34].[K+].[K+].[CH2:39](OCC(Cl)=O)[C:40]1[CH:45]=[CH:44][CH:43]=[CH:42][CH:41]=1. Product: [CH2:39]([O:34][C:33]([N:4]1[CH2:5][CH2:6][N:1]([C:7]2[C:12]([F:13])=[CH:11][CH:10]=[CH:9][C:8]=2[C:14]2[CH:19]=[CH:18][C:17]([N:20]3[CH2:24][C@H:23]([CH2:25][NH:26][C:27](=[O:29])[CH3:28])[O:22][C:21]3=[O:30])=[CH:16][C:15]=2[F:31])[CH2:2][CH2:3]1)=[O:36])[C:40]1[CH:45]=[CH:44][CH:43]=[CH:42][CH:41]=1. The catalyst class is: 21. (5) Reactant: [CH2:1]([O:3][C:4]([C:6]1[N:7]([CH3:16])[C:8]([CH2:14][CH3:15])=[C:9]([C:12]#[N:13])[C:10]=1I)=[O:5])[CH3:2].[Br:17][C:18]1[CH:23]=[CH:22][C:21](B(O)O)=[CH:20][CH:19]=1.C([O-])([O-])=O.[Na+].[Na+].O1CCOCC1. Product: [CH2:1]([O:3][C:4]([C:6]1[N:7]([CH3:16])[C:8]([CH2:14][CH3:15])=[C:9]([C:12]#[N:13])[C:10]=1[C:21]1[CH:22]=[CH:23][C:18]([Br:17])=[CH:19][CH:20]=1)=[O:5])[CH3:2]. The catalyst class is: 34. (6) Reactant: [CH2:1]([N:3]1[C:11]2[C:6](=[CH:7][CH:8]=[C:9]([O:12][CH3:13])[CH:10]=2)[C:5]([CH:14]=[O:15])=[CH:4]1)[CH3:2].[O-:16][Mn](=O)(=O)=O.[K+].CCOCC. Product: [CH2:1]([N:3]1[C:11]2[C:6](=[CH:7][CH:8]=[C:9]([O:12][CH3:13])[CH:10]=2)[C:5]([C:14]([OH:16])=[O:15])=[CH:4]1)[CH3:2]. The catalyst class is: 95.